This data is from Catalyst prediction with 721,799 reactions and 888 catalyst types from USPTO. The task is: Predict which catalyst facilitates the given reaction. The catalyst class is: 41. Reactant: [Cl:1][C:2]1[N:7]=[N:6][C:5]([NH2:8])=[CH:4][CH:3]=1.Br.Br[CH2:11][CH:12](OC)OC. Product: [Cl:1][C:2]1[CH:3]=[CH:4][C:5]2[N:6]([CH:11]=[CH:12][N:8]=2)[N:7]=1.